This data is from Reaction yield outcomes from USPTO patents with 853,638 reactions. The task is: Predict the reaction yield, written as a fraction of the theoretical maximum amount of product (1.0 means a 100% yield; for example, 0.34 means a 34% yield). (1) The reactants are I[C:2]1[CH:11]=[CH:10][CH:9]=[C:8]([CH3:12])[C:3]=1[C:4]([O:6][CH3:7])=[O:5].[CH3:13][C:14]1([CH3:21])[C:18]([CH3:20])([CH3:19])[O:17][BH:16][O:15]1. The catalyst is O1CCOCC1.CCOC(C)=O.Cl[Pd](Cl)([P](C1C=CC=CC=1)(C1C=CC=CC=1)C1C=CC=CC=1)[P](C1C=CC=CC=1)(C1C=CC=CC=1)C1C=CC=CC=1. The product is [CH3:12][C:8]1[CH:9]=[CH:10][CH:11]=[C:2]([B:16]2[O:17][C:18]([CH3:20])([CH3:19])[C:14]([CH3:21])([CH3:13])[O:15]2)[C:3]=1[C:4]([O:6][CH3:7])=[O:5]. The yield is 0.350. (2) The product is [F:1][C:2]1[CH:3]=[C:4]([CH2:8][C:9]2[CH:14]=[CH:13][CH:12]=[CH:11][C:10]=2[C:15]2[CH:20]=[CH:19][C:18]([S:21]([CH3:24])(=[O:23])=[O:22])=[CH:17][CH:16]=2)[CH:5]=[CH:6][CH:7]=1. The yield is 0.830. The reactants are [F:1][C:2]1[CH:3]=[C:4]([CH:8](O)[C:9]2[CH:14]=[CH:13][CH:12]=[CH:11][C:10]=2[C:15]2[CH:20]=[CH:19][C:18]([S:21]([CH3:24])(=[O:23])=[O:22])=[CH:17][CH:16]=2)[CH:5]=[CH:6][CH:7]=1.FC(F)(F)C(O)=O.[BH4-].[Na+]. The catalyst is ClCCl. (3) The reactants are Br[C:2]1[CH:3]=[C:4]([N:24]([CH2:31][CH3:32])[CH:25]2[CH2:30][CH2:29][O:28][CH2:27][CH2:26]2)[C:5]([CH3:23])=[C:6]([CH:22]=1)[C:7]([NH:9][CH2:10][C:11]1[C:12](=[O:21])[NH:13][C:14]([CH3:20])=[CH:15][C:16]=1[CH:17]([CH3:19])[CH3:18])=[O:8].CC1(C)OB([C:39]2[CH:40]=[CH:41][C:42]([CH2:45][OH:46])=[N:43][CH:44]=2)OC1(C)C.C(=O)([O-])[O-].[Na+].[Na+].C(OCC)(=O)C. The catalyst is O1CCOCC1.O.C1C=CC([P]([Pd]([P](C2C=CC=CC=2)(C2C=CC=CC=2)C2C=CC=CC=2)([P](C2C=CC=CC=2)(C2C=CC=CC=2)C2C=CC=CC=2)[P](C2C=CC=CC=2)(C2C=CC=CC=2)C2C=CC=CC=2)(C2C=CC=CC=2)C2C=CC=CC=2)=CC=1. The product is [CH2:31]([N:24]([CH:25]1[CH2:30][CH2:29][O:28][CH2:27][CH2:26]1)[C:4]1[C:5]([CH3:23])=[C:6]([CH:22]=[C:2]([C:39]2[CH:44]=[N:43][C:42]([CH2:45][OH:46])=[CH:41][CH:40]=2)[CH:3]=1)[C:7]([NH:9][CH2:10][C:11]1[C:12](=[O:21])[NH:13][C:14]([CH3:20])=[CH:15][C:16]=1[CH:17]([CH3:19])[CH3:18])=[O:8])[CH3:32]. The yield is 0.290.